Predict the reactants needed to synthesize the given product. From a dataset of Full USPTO retrosynthesis dataset with 1.9M reactions from patents (1976-2016). (1) Given the product [CH3:41][C:40]([CH3:42])=[CH:39][CH2:30][C:31]1[C:36]([OH:37])=[CH:35][C:34]2[O:15][C:14]([C:16]3[CH:21]=[CH:20][C:19]([OH:23])=[C:18]([OH:70])[CH:17]=3)=[C:13]([OH:25])[C:12](=[O:22])[C:33]=2[C:32]=1[OH:68], predict the reactants needed to synthesize it. The reactants are: CC(C)=CCC1C=C([C:12]2[O:22][C:21]3[CH:20]=[C:19]([OH:23])[CH:18]=[C:17](O)[C:16]=3[C:14](=[O:15])[C:13]=2[OH:25])C=CC=1O.CC1[CH2:41][C@@H:40]2[C:42]3C=CC(O)=CC=3O[C@]3(C4C=CC(O)=CC=4O)[CH:39]2[C@@H:30]([C:31]2[C:32]([OH:68])=[CH:33][C:34](C4OC5C=C(O)C=CC=5C=4)=[CH:35][C:36]=2[O:37]3)C=1.C[OH:70]. (2) Given the product [CH3:12][C:11]1([CH3:13])[O:7][CH:2]([CH2:3][CH2:4][CH2:5][OH:6])[CH2:1][O:8]1, predict the reactants needed to synthesize it. The reactants are: [CH2:1]([OH:8])[CH:2]([OH:7])[CH2:3][CH2:4][CH2:5][OH:6].CO[C:11](OC)([CH3:13])[CH3:12].CC1C=CC(S(O)(=O)=O)=CC=1.